This data is from Forward reaction prediction with 1.9M reactions from USPTO patents (1976-2016). The task is: Predict the product of the given reaction. Given the reactants F[C:2](F)(F)[C:3](O)=O.[NH2:8][CH2:9][C:10]1[CH:36]=[C:35]([F:37])[CH:34]=[CH:33][C:11]=1[CH2:12][O:13][C:14]1[CH:19]=[C:18]([CH3:20])[N:17]([C:21]2[CH:22]=[C:23]([CH:28]=[CH:29][C:30]=2[CH3:31])[C:24]([O:26][CH3:27])=[O:25])[C:16](=[O:32])[CH:15]=1.CN1CCOCC1.C[C:46]([N:48]([CH3:50])C)=[O:47], predict the reaction product. The product is: [CH:50]1([NH:48][C:46]([NH:8][CH2:9][C:10]2[CH:36]=[C:35]([F:37])[CH:34]=[CH:33][C:11]=2[CH2:12][O:13][C:14]2[CH:19]=[C:18]([CH3:20])[N:17]([C:21]3[CH:22]=[C:23]([CH:28]=[CH:29][C:30]=3[CH3:31])[C:24]([O:26][CH3:27])=[O:25])[C:16](=[O:32])[CH:15]=2)=[O:47])[CH2:3][CH2:2]1.